From a dataset of Full USPTO retrosynthesis dataset with 1.9M reactions from patents (1976-2016). Predict the reactants needed to synthesize the given product. The reactants are: [Cl:1][C:2]1[CH:7]=[CH:6][CH:5]=[C:4]([Cl:8])[C:3]=1[CH2:9][CH:10]=[N:11][OH:12].[Cl:13]N1C(=O)CCC1=O.O. Given the product [Cl:1][C:2]1[CH:7]=[CH:6][CH:5]=[C:4]([Cl:8])[C:3]=1[CH2:9][C:10]([Cl:13])=[N:11][OH:12], predict the reactants needed to synthesize it.